This data is from Catalyst prediction with 721,799 reactions and 888 catalyst types from USPTO. The task is: Predict which catalyst facilitates the given reaction. (1) Reactant: [OH:1][C:2]1[CH:3]=[C:4]([C:12]([O:14]C)=O)[CH:5]=[C:6]([CH:11]=1)[C:7]([O:9]C)=O.[CH2:16](Br)[C:17]1[CH:22]=[CH:21][CH:20]=[CH:19][CH:18]=1.C(=O)([O-])[O-].[K+].[K+].[H-].[Al+3].[Li+].[H-].[H-].[H-].O.O.O.O.O.O.O.O.O.O.S([O-])([O-])(=O)=O.[Na+].[Na+]. Product: [CH2:16]([O:1][C:2]1[CH:11]=[C:6]([CH2:7][OH:9])[CH:5]=[C:4]([CH2:12][OH:14])[CH:3]=1)[C:17]1[CH:22]=[CH:21][CH:20]=[CH:19][CH:18]=1. The catalyst class is: 782. (2) Product: [CH2:1]([C@H:8]1[N:13]([C:14]([C:16]2[N:17]=[CH:18][N:19]([CH:27]3[CH2:34][CH2:33][CH2:32][CH2:31][C:28]3([CH2:29][S:44][CH2:42][CH3:43])[OH:30])[C:20]=2[C:21]2[CH:26]=[CH:25][CH:24]=[CH:23][CH:22]=2)=[O:15])[CH2:12][CH2:11][N:10]([C:35]([O:37][C:38]([CH3:40])([CH3:41])[CH3:39])=[O:36])[CH2:9]1)[C:2]1[CH:3]=[CH:4][CH:5]=[CH:6][CH:7]=1. Reactant: [CH2:1]([C@H:8]1[N:13]([C:14]([C:16]2[N:17]=[CH:18][N:19]([CH:27]3[CH2:34][CH2:33][CH2:32][CH2:31][C:28]43[O:30][CH2:29]4)[C:20]=2[C:21]2[CH:26]=[CH:25][CH:24]=[CH:23][CH:22]=2)=[O:15])[CH2:12][CH2:11][N:10]([C:35]([O:37][C:38]([CH3:41])([CH3:40])[CH3:39])=[O:36])[CH2:9]1)[C:2]1[CH:7]=[CH:6][CH:5]=[CH:4][CH:3]=1.[CH2:42]([S-:44])[CH3:43].[Na+].C(=O)(O)[O-].[Na+]. The catalyst class is: 3.